Binary Classification. Given a drug SMILES string, predict its activity (active/inactive) in a high-throughput screening assay against a specified biological target. From a dataset of HIV replication inhibition screening data with 41,000+ compounds from the AIDS Antiviral Screen. (1) The molecule is CCCCc1ccc(Nc2nc(Cl)c3ncn(COCCOC(C)=O)c3n2)cc1. The result is 0 (inactive). (2) The drug is Cc1onc(-c2c(F)cccc2Cl)c1C(=O)Nc1cc2cc([N+](=O)[O-])ccc2oc1=O. The result is 0 (inactive). (3) The compound is Nc1nc(Cl)c(N=Nc2ccc(Cl)cc2)c(NCC2(CO)CC(OCc3ccccc3)C2)n1. The result is 0 (inactive). (4) The drug is COCC(N=CN1CCc2cc(OC)c(OC)cc2C1C)C(C)(C)C. The result is 0 (inactive). (5) The compound is O=NC1=C(c2ccccc2)Nc2ccccc2S1. The result is 0 (inactive).